This data is from Catalyst prediction with 721,799 reactions and 888 catalyst types from USPTO. The task is: Predict which catalyst facilitates the given reaction. (1) Reactant: [Si:1]([O:8][CH:9]1[CH:14]([F:15])[CH:13]([C:16]2[CH:21]=[CH:20][N:19]=[CH:18][C:17]=2[N+:22]([O-])=O)[O:12][CH:11]([CH3:25])[C:10]1([CH3:27])[OH:26])([C:4]([CH3:7])([CH3:6])[CH3:5])([CH3:3])[CH3:2]. Product: [NH2:22][C:17]1[CH:18]=[N:19][CH:20]=[CH:21][C:16]=1[CH:13]1[O:12][CH:11]([CH3:25])[C:10]([CH3:27])([OH:26])[CH:9]([O:8][Si:1]([C:4]([CH3:7])([CH3:6])[CH3:5])([CH3:3])[CH3:2])[CH:14]1[F:15]. The catalyst class is: 293. (2) Reactant: [C:1]([O:5][CH2:6][C:7]([CH2:14][O:15][CH3:16])([CH2:10][CH:11]([CH3:13])[CH3:12])[CH2:8][OH:9])([CH3:4])([CH3:3])[CH3:2].[H-].[Na+].[CH3:19]I. Product: [C:1]([O:5][CH2:6][C:7]([CH2:8][O:9][CH3:19])([CH2:14][O:15][CH3:16])[CH2:10][CH:11]([CH3:12])[CH3:13])([CH3:2])([CH3:3])[CH3:4]. The catalyst class is: 1. (3) Product: [CH3:15][O:14][C:7]1[N:6]=[C:5]([S:2][CH3:1])[C:10]([N+:11]([O-:13])=[O:12])=[CH:9][CH:8]=1. The catalyst class is: 217. Reactant: [CH3:1][S-:2].[Na+].Cl[C:5]1[C:10]([N+:11]([O-:13])=[O:12])=[CH:9][CH:8]=[C:7]([O:14][CH3:15])[N:6]=1. (4) Reactant: [CH3:1][N:2]1[C:11]2[C:6](=[CH:7][C:8]([OH:12])=[CH:9][CH:10]=2)[CH2:5][CH2:4][CH2:3]1.[H-].[Na+].[CH2:15]([N:21]=[C:22]=[O:23])[CH2:16][CH2:17][CH2:18][CH2:19][CH3:20]. Product: [CH3:1][N:2]1[C:11]2[C:6](=[CH:7][C:8]([O:12][C:22](=[O:23])[NH:21][CH2:15][CH2:16][CH2:17][CH2:18][CH2:19][CH3:20])=[CH:9][CH:10]=2)[CH2:5][CH2:4][CH2:3]1. The catalyst class is: 7. (5) Reactant: [C:1]([O:8][CH3:9])(=[O:7])[CH2:2][C:3]([O:5][CH3:6])=[O:4].C([O-])([O-])=O.[K+].[K+].F[C:17]1[CH:22]=[CH:21][C:20]([N+:23]([O-:25])=[O:24])=[CH:19][C:18]=1[F:26]. Product: [F:26][C:18]1[CH:19]=[C:20]([N+:23]([O-:25])=[O:24])[CH:21]=[CH:22][C:17]=1[CH:2]([C:1]([O:8][CH3:9])=[O:7])[C:3]([O:5][CH3:6])=[O:4]. The catalyst class is: 3. (6) Reactant: C(O[C:6]([N:8]1[CH2:12][CH2:11][CH2:10][C@H:9]1[CH2:13][NH:14][CH2:15][C:16]1[CH:25]=[CH:24][C:23]2[C:18](=[CH:19][CH:20]=[CH:21][CH:22]=2)[CH:17]=1)=O)(C)(C)C.C(N(CC)CC)C.[CH3:33][O:34][C:35]1[C:40]2[O:41][C:42]([CH3:45])([CH3:44])[O:43][C:39]=2[CH:38]=[C:37]([C:46](Cl)=[O:47])[CH:36]=1.[C:49]1(=O)[CH2:52]C[CH2:50]1.C(O[BH-](OC(=O)C)OC(=O)C)(=O)C.[Na+]. Product: [CH:6]1([N:8]2[CH2:12][CH2:11][CH2:10][C@H:9]2[CH2:13][N:14]([CH2:15][C:16]2[CH:25]=[CH:24][C:23]3[C:18](=[CH:19][CH:20]=[CH:21][CH:22]=3)[CH:17]=2)[C:46]([C:37]2[CH:36]=[C:35]([O:34][CH3:33])[C:40]3[O:41][C:42]([CH3:45])([CH3:44])[O:43][C:39]=3[CH:38]=2)=[O:47])[CH2:52][CH2:49][CH2:50]1. The catalyst class is: 4. (7) Product: [O:16]([C:14]1[CH:15]=[C:10]([CH2:9][OH:8])[CH:11]=[N:12][CH:13]=1)[C:17]1[CH:18]=[CH:19][CH:20]=[CH:21][CH:22]=1. The catalyst class is: 7. Reactant: [H-].[Al+3].[Li+].[H-].[H-].[H-].C[O:8][C:9](=O)[C:10]1[CH:15]=[C:14]([O:16][C:17]2[CH:22]=[CH:21][CH:20]=[CH:19][CH:18]=2)[CH:13]=[N:12][CH:11]=1.O.[OH-].[Na+]. (8) Reactant: [C:1]([NH:4][CH:5]([CH2:48][C:49]1[CH:54]=[CH:53]C=[CH:51][C:50]=1O)[C:6]([NH:8][CH:9]([CH2:40][C:41]1[CH:46]=[CH:45][C:44]([F:47])=[CH:43][CH:42]=1)[C:10]([N:12]1[CH2:17][CH2:16][N:15]([CH:18]([C:30](=[O:33])[NH:31][CH3:32])[CH2:19][C:20]2[CH:29]=[CH:28][C:27]3[C:22](=[CH:23][CH:24]=[CH:25][CH:26]=3)[CH:21]=2)[CH2:14][CH:13]1[CH2:34][CH2:35][O:36]C(=O)C)=[O:11])=[O:7])(=[O:3])[CH3:2].[O:56]([CH3:58])[Na]. Product: [C:1]([NH:4][CH:5]([CH2:48][C:49]1[CH:54]=[CH:53][C:58]([OH:56])=[CH:51][CH:50]=1)[C:6]([NH:8][CH:9]([CH2:40][C:41]1[CH:42]=[CH:43][C:44]([F:47])=[CH:45][CH:46]=1)[C:10]([N:12]1[CH2:17][CH2:16][N:15]([CH:18]([CH2:19][C:20]2[CH:29]=[CH:28][C:27]3[C:22](=[CH:23][CH:24]=[CH:25][CH:26]=3)[CH:21]=2)[C:30]([NH:31][CH3:32])=[O:33])[CH2:14][CH:13]1[CH2:34][CH2:35][OH:36])=[O:11])=[O:7])(=[O:3])[CH3:2]. The catalyst class is: 5. (9) Reactant: N#N.[NH:3]1[C:7]2[CH:8]=[CH:9][CH:10]=[CH:11][C:6]=2[N:5]=[C:4]1[C@H:12]([NH:22][C:23](=[O:38])[NH:24][C@@H:25]1[C@H:29]([F:30])[CH2:28][N:27](C(OC(C)(C)C)=O)[CH2:26]1)[CH2:13][C:14]1[CH:19]=[CH:18][C:17]([O:20][CH3:21])=[CH:16][CH:15]=1.Cl. Product: [NH:3]1[C:7]2[CH:8]=[CH:9][CH:10]=[CH:11][C:6]=2[N:5]=[C:4]1[C@H:12]([NH:22][C:23]([NH:24][C@H:25]1[C@@H:29]([F:30])[CH2:28][NH:27][CH2:26]1)=[O:38])[CH2:13][C:14]1[CH:15]=[CH:16][C:17]([O:20][CH3:21])=[CH:18][CH:19]=1. The catalyst class is: 135. (10) Reactant: [Br:1][C:2]1[CH:13]=[CH:12][C:5]([CH2:6][O:7][CH2:8][C@H:9]2[CH2:11][O:10]2)=[CH:4][CH:3]=1.[BH4-].[Na+].[NH4+].[Cl-]. Product: [Br:1][C:2]1[CH:3]=[CH:4][C:5]([CH2:6][O:7][CH2:8][C@H:9]([OH:10])[CH3:11])=[CH:12][CH:13]=1. The catalyst class is: 301.